From a dataset of Forward reaction prediction with 1.9M reactions from USPTO patents (1976-2016). Predict the product of the given reaction. (1) Given the reactants [Cl:1][C:2]1[CH:7]=[C:6]([N+:8]([O-:10])=[O:9])[CH:5]=[CH:4][C:3]=1[OH:11].[Cl:12][C:13]1[CH:20]=[CH:19][CH:18]=[CH:17][C:14]=1[CH2:15]Cl.C(=O)([O-])[O-].[K+].[K+].CN(C=O)C, predict the reaction product. The product is: [Cl:12][C:13]1[CH:20]=[CH:19][CH:18]=[CH:17][C:14]=1[CH2:15][O:11][C:3]1[CH:4]=[CH:5][C:6]([N+:8]([O-:10])=[O:9])=[CH:7][C:2]=1[Cl:1]. (2) Given the reactants [NH2:1][C@H:2]([CH2:8][C:9]1[CH:18]=[CH:17][C:16]2[CH2:15][CH2:14][CH2:13][CH2:12][C:11]=2[CH:10]=1)[C:3]([O:5][CH2:6][CH3:7])=[O:4].[C:19]1([C:25]2[NH:26][C:27](=[O:36])[N:28]([CH:30]3[CH2:35][CH2:34][NH:33][CH2:32][CH2:31]3)[N:29]=2)[CH:24]=[CH:23][CH:22]=[CH:21][CH:20]=1.C1C[O:40][CH2:39]C1, predict the reaction product. The product is: [O:36]=[C:27]1[N:28]([CH:30]2[CH2:31][CH2:32][N:33]([C:39]([NH:1][C@H:2]([CH2:8][C:9]3[CH:18]=[CH:17][C:16]4[CH2:15][CH2:14][CH2:13][CH2:12][C:11]=4[CH:10]=3)[C:3]([O:5][CH2:6][CH3:7])=[O:4])=[O:40])[CH2:34][CH2:35]2)[N:29]=[C:25]([C:19]2[CH:20]=[CH:21][CH:22]=[CH:23][CH:24]=2)[NH:26]1. (3) Given the reactants [Cl:1][C:2]1[N:10]=[C:9]([Cl:11])[CH:8]=[CH:7][C:3]=1[C:4]([OH:6])=O.C[N:13]([CH:15]=O)C.[C:17](Cl)(=O)[C:18](Cl)=O, predict the reaction product. The product is: [CH2:15]([NH:13][C:4](=[O:6])[C:3]1[CH:7]=[CH:8][C:9]([Cl:11])=[N:10][C:2]=1[Cl:1])[C:18]1[CH:17]=[CH:8][CH:7]=[CH:3][CH:2]=1. (4) Given the reactants Cl.C([O:9][CH2:10][C@@H:11]1[O:16][CH2:15][C@@:14]([NH:25][C:26]([NH:28]C(=O)OCC2C3C=CC=CC=3C3C2=CC=CC=3)=[S:27])([C:17]2[CH:22]=[CH:21][C:20]([F:23])=[CH:19][C:18]=2[F:24])[C@H:13]([CH2:46]O)[CH2:12]1)C1C=CC=CC=1, predict the reaction product. The product is: [NH2:28][C:26]1[S:27][CH2:46][C@@H:13]2[CH2:12][C@H:11]([CH2:10][OH:9])[O:16][CH2:15][C@:14]2([C:17]2[CH:22]=[CH:21][C:20]([F:23])=[CH:19][C:18]=2[F:24])[N:25]=1. (5) Given the reactants Br[C:2]1[C:15]2[C:6](=[N:7][C:8]3[C:13]([C:14]=2[S:16][C:17]2[CH:22]=[CH:21][C:20]([O:23][CH3:24])=[CH:19][CH:18]=2)=[CH:12][CH:11]=[CH:10][CH:9]=3)[CH:5]=[CH:4][CH:3]=1.CC(C)([O-])C.[Na+].C1(P(C2C=CC=CC=2)C2C=CC=CC=2C2C=CC=CC=2N(C)C)C=CC=CC=1, predict the reaction product. The product is: [CH3:24][O:23][C:20]1[CH:21]=[CH:22][C:17]2[S:16][C:14]3[C:15]4[C:6]([N:7]=[C:8]5[C:13]=3[CH:12]=[CH:11][CH:10]=[CH:9]5)=[CH:5][CH:4]=[CH:3][C:2]=4[C:18]=2[CH:19]=1. (6) Given the reactants [Cl:1][C:2]1[CH:7]=[C:6]([Cl:8])[C:5]([O:9][CH3:10])=[CH:4][C:3]=1[NH:11][C:12]1[C:17]([C:18]#[N:19])=[CH:16][N:15]=[C:14]2[CH:20]=[C:21](I)[S:22][C:13]=12.[CH3:24][N:25]1[C:29]([Sn](CCCC)(CCCC)CCCC)=[CH:28][N:27]=[C:26]1[CH:43]=[O:44].C(N(CC)CC)C.C(=O)(O)[O-].[Na+], predict the reaction product. The product is: [Cl:1][C:2]1[CH:7]=[C:6]([Cl:8])[C:5]([O:9][CH3:10])=[CH:4][C:3]=1[NH:11][C:12]1[C:17]([C:18]#[N:19])=[CH:16][N:15]=[C:14]2[CH:20]=[C:21]([C:29]3[N:25]([CH3:24])[C:26]([CH:43]=[O:44])=[N:27][CH:28]=3)[S:22][C:13]=12.